Dataset: Catalyst prediction with 721,799 reactions and 888 catalyst types from USPTO. Task: Predict which catalyst facilitates the given reaction. (1) Reactant: Cl[C:2]1[N:7]=[CH:6][N:5]=[C:4]([NH2:8])[C:3]=1[CH:9]([CH3:11])[CH3:10].[F:12][C@H:13]1[C@@H:18]([C:19]2[NH:20][CH:21]=[C:22]([C:24]3[CH:29]=[CH:28][C:27]([F:30])=[C:26]([C:31]([F:34])([F:33])[F:32])[CH:25]=3)[N:23]=2)[CH2:17][CH2:16][NH:15][CH2:14]1.N1CCCN2CCCCCC=12. Product: [F:12][C@H:13]1[C@@H:18]([C:19]2[NH:20][CH:21]=[C:22]([C:24]3[CH:29]=[CH:28][C:27]([F:30])=[C:26]([C:31]([F:34])([F:33])[F:32])[CH:25]=3)[N:23]=2)[CH2:17][CH2:16][N:15]([C:2]2[N:7]=[CH:6][N:5]=[C:4]([NH2:8])[C:3]=2[CH:9]([CH3:11])[CH3:10])[CH2:14]1. The catalyst class is: 37. (2) Reactant: [Li]CC[CH2:4][CH3:5].[B:6]([O:15]C(C)C)(OC(C)C)[O:7]C(C)C.Cl.[NH3:20].[CH2:21]1[CH2:25][O:24][CH2:23][CH2:22]1. Product: [CH3:23][O:24][C:25]1[N:20]=[CH:5][C:4]([B:6]([OH:15])[OH:7])=[CH:22][CH:21]=1. The catalyst class is: 6. (3) Reactant: C(OP([CH2:9][C:10]1[CH:19]=[C:18]([C:20]([O:22]CC)=[O:21])[C:17]2[C:12](=[CH:13][CH:14]=[CH:15][CH:16]=2)[N:11]=1)(OCC)=O)C.CN(C=O)C.[H-].[Na+].[O:32]1[CH2:37][CH2:36][N:35]([C:38]2[C:39]3[N:40]([CH:44]=[C:45]([CH:47]=O)[N:46]=3)[CH:41]=[CH:42][N:43]=2)[CH2:34][CH2:33]1.CC(O)=O.Cl. Product: [O:32]1[CH2:33][CH2:34][N:35]([C:38]2[C:39]3[N:40]([CH:44]=[C:45](/[CH:47]=[CH:9]/[C:10]4[CH:19]=[C:18]([C:20]([OH:22])=[O:21])[C:17]5[C:12](=[CH:13][CH:14]=[CH:15][CH:16]=5)[N:11]=4)[N:46]=3)[CH:41]=[CH:42][N:43]=2)[CH2:36][CH2:37]1. The catalyst class is: 1. (4) Reactant: Br[CH2:2][CH2:3][CH2:4][O:5][C:6]1[CH:11]=[C:10]([O:12][CH3:13])[C:9]([Cl:14])=[CH:8][C:7]=1[NH:15][C:16](=[O:18])[CH3:17].[Cl:19][C:20]1[CH:34]=[CH:33][C:23]([O:24][CH:25]2[CH2:30][CH2:29][NH:28][CH2:27][C:26]2([CH3:32])[CH3:31])=[CH:22][CH:21]=1.C([O-])([O-])=O.[K+].[K+]. Product: [Cl:14][C:9]1[C:10]([O:12][CH3:13])=[CH:11][C:6]([O:5][CH2:4][CH2:3][CH2:2][N:28]2[CH2:29][CH2:30][CH:25]([O:24][C:23]3[CH:33]=[CH:34][C:20]([Cl:19])=[CH:21][CH:22]=3)[C:26]([CH3:32])([CH3:31])[CH2:27]2)=[C:7]([NH:15][C:16](=[O:18])[CH3:17])[CH:8]=1. The catalyst class is: 3. (5) Reactant: Cl[CH2:2][C:3]([N:5]1[CH2:10][CH2:9][N:8]([CH3:11])[CH2:7][CH2:6]1)=[O:4].C(=O)([O-])[O-].[K+].[K+].[C:18]([NH:22][C:23]([C:25]1[C:33]2[C:28](=[N:29][CH:30]=[C:31]([C:34]3[C:42]4[C:37](=[CH:38][CH:39]=[C:40]([O:43][CH:44]([F:46])[F:45])[CH:41]=4)[NH:36][N:35]=3)[N:32]=2)[N:27]([CH2:47][O:48][CH2:49][CH2:50][Si:51]([CH3:54])([CH3:53])[CH3:52])[CH:26]=1)=[O:24])([CH3:21])([CH3:20])[CH3:19]. Product: [C:18]([NH:22][C:23]([C:25]1[C:33]2[C:28](=[N:29][CH:30]=[C:31]([C:34]3[C:42]4[C:37](=[CH:38][CH:39]=[C:40]([O:43][CH:44]([F:45])[F:46])[CH:41]=4)[N:36]([CH2:2][C:3]([N:5]4[CH2:10][CH2:9][N:8]([CH3:11])[CH2:7][CH2:6]4)=[O:4])[N:35]=3)[N:32]=2)[N:27]([CH2:47][O:48][CH2:49][CH2:50][Si:51]([CH3:54])([CH3:53])[CH3:52])[CH:26]=1)=[O:24])([CH3:21])([CH3:20])[CH3:19]. The catalyst class is: 3. (6) Reactant: [CH3:1][O:2][C:3](=[O:11])[C:4]1[CH:9]=[CH:8][C:7]([OH:10])=[CH:6][CH:5]=1.[C:29]1(P([C:25]2[CH:30]=[CH:29][CH:28]=[CH:27]C=2)[C:29]2[CH:30]=[CH:25]C=[CH:27][CH:28]=2)[CH:30]=[CH:25]C=[CH:27][CH:28]=1.[C:31]([O:35]N1CCC(O)CC1=C=O)([CH3:34])([CH3:33])[CH3:32].CC[O:47][C:48](/[N:50]=N/C(OCC)=O)=O. Product: [C:31]([O:35][C:48]([N:50]1[CH2:27][CH2:28][CH:29]([O:10][C:7]2[CH:8]=[CH:9][C:4]([C:3]([O:2][CH3:1])=[O:11])=[CH:5][CH:6]=2)[CH2:30][CH2:25]1)=[O:47])([CH3:32])([CH3:33])[CH3:34]. The catalyst class is: 1.